Dataset: Forward reaction prediction with 1.9M reactions from USPTO patents (1976-2016). Task: Predict the product of the given reaction. (1) Given the reactants Cl[C:2]1[C:7]([Cl:8])=[N:6][CH:5]=[CH:4][N:3]=1.[NH:9]1[CH2:14][CH2:13][NH:12][CH2:11][CH2:10]1.C([O-])([O-])=O.[K+].[K+], predict the reaction product. The product is: [Cl:8][C:7]1[C:2]([N:9]2[CH2:14][CH2:13][NH:12][CH2:11][CH2:10]2)=[N:3][CH:4]=[CH:5][N:6]=1. (2) Given the reactants [C:1]([O:4][CH2:5][CH:6](Br)[F:7])(=O)[CH3:2].[CH2:9]1C[O:12][CH2:11][CH2:10]1.C(OCC(Br)F)(=[O:16])C.C(=O)CC.C1COCC1.C(=O)CC.C(OC(C)C)(C)C, predict the reaction product. The product is: [F:7][CH:6]([CH:11]([OH:12])[CH2:10][CH3:9])[C:5]([O:4][CH2:1][CH3:2])=[O:16]. (3) Given the reactants CC(OC)(C)C.C(Cl)Cl.[F:10][C:11]1[CH:12]=[C:13]([CH:36]=[C:37]([F:39])[CH:38]=1)[CH2:14][C@H:15]([NH:32][C:33](=[O:35])[CH3:34])[C@H:16]([OH:31])[CH2:17][NH:18][C@@H:19]1[C:28]2[C:23](=[CH:24][CH:25]=[C:26]([CH2:29][CH3:30])[CH:27]=2)[O:22][CH2:21][CH2:20]1.Cl, predict the reaction product. The product is: [F:10][C:11]1[CH:12]=[C:13]([CH:36]=[C:37]([F:39])[CH:38]=1)[CH2:14][C@H:15]([NH:32][C:33](=[O:35])[CH3:34])[C@H:16]([OH:31])[CH2:17][NH:18][CH:19]1[C:28]2[C:23](=[CH:24][CH:25]=[C:26]([CH2:29][CH3:30])[CH:27]=2)[O:22][CH2:21][CH2:20]1. (4) Given the reactants [Cl:1][C:2]1[CH:3]=[C:4]([C:12]2[N:16]=[C:15]([C:17]3[CH:25]=[CH:24][CH:23]=[C:22]4[C:18]=3[CH:19]=[CH:20][N:21]4[CH2:26][CH:27]([CH3:31])[C:28]([OH:30])=[O:29])[O:14][N:13]=2)[CH:5]=[CH:6][C:7]=1[O:8][CH:9]([CH3:11])[CH3:10].C(O)(C(O)=O)C(O)C(O)=O.C(O)C.C(NCC)C, predict the reaction product. The product is: [Cl:1][C:2]1[CH:3]=[C:4]([C:12]2[N:16]=[C:15]([C:17]3[CH:25]=[CH:24][CH:23]=[C:22]4[C:18]=3[CH:19]=[CH:20][N:21]4[CH2:26][C@@H:27]([CH3:31])[C:28]([OH:30])=[O:29])[O:14][N:13]=2)[CH:5]=[CH:6][C:7]=1[O:8][CH:9]([CH3:11])[CH3:10]. (5) Given the reactants Cl([O-])=O.[Na+].[OH:5]P([O-])(O)=O.[Na+].[NH2:11][C:12]1[C:13]2[C:20]([CH:21]=[O:22])=[CH:19][N:18]([C@@H:23]3[O:35][C@H:34]([CH2:36][O:37][C:38](=[O:40])[CH3:39])[C@@H:29]([O:30][C:31](=[O:33])[CH3:32])[C@@:24]3([CH3:41])[O:25][C:26](=[O:28])[CH3:27])[C:14]=2[N:15]=[CH:16][N:17]=1.CC(=CC)C, predict the reaction product. The product is: [NH2:11][C:12]1[C:13]2[C:20]([C:21]([OH:5])=[O:22])=[CH:19][N:18]([C@@H:23]3[O:35][C@H:34]([CH2:36][O:37][C:38](=[O:40])[CH3:39])[C@@H:29]([O:30][C:31](=[O:33])[CH3:32])[C@@:24]3([CH3:41])[O:25][C:26](=[O:28])[CH3:27])[C:14]=2[N:15]=[CH:16][N:17]=1.